From a dataset of Catalyst prediction with 721,799 reactions and 888 catalyst types from USPTO. Predict which catalyst facilitates the given reaction. (1) Reactant: [Cl:1][C:2]1[CH:7]=[CH:6][C:5]([C:8]2[CH:13]=[CH:12][C:11]([NH:14][C:15](=[O:26])/[CH:16]=[CH:17]/[C:18]3[CH:23]=[CH:22][C:21]([CH:24]=O)=[CH:20][CH:19]=3)=[CH:10][CH:9]=2)=[CH:4][CH:3]=1.[CH3:27][CH:28]1[CH2:33][CH2:32][NH:31][CH2:30][CH2:29]1. Product: [Cl:1][C:2]1[CH:7]=[CH:6][C:5]([C:8]2[CH:13]=[CH:12][C:11]([NH:14][C:15](=[O:26])/[CH:16]=[CH:17]/[C:18]3[CH:23]=[CH:22][C:21]([CH2:24][N:31]4[CH2:32][CH2:33][CH:28]([CH3:27])[CH2:29][CH2:30]4)=[CH:20][CH:19]=3)=[CH:10][CH:9]=2)=[CH:4][CH:3]=1. The catalyst class is: 98. (2) Reactant: C1(P(C2C=CC=CC=2)C2C=CC=CC=2)C=CC=CC=1.[N:20]([C@H:23]1[C@@H:27]([C:28]2[CH:33]=[CH:32][C:31]([F:34])=[CH:30][CH:29]=2)[CH2:26][O:25][CH2:24]1)=[N+]=[N-].N.Cl. Product: [F:34][C:31]1[CH:32]=[CH:33][C:28]([C@H:27]2[CH2:26][O:25][CH2:24][C@H:23]2[NH2:20])=[CH:29][CH:30]=1. The catalyst class is: 1.